From a dataset of Full USPTO retrosynthesis dataset with 1.9M reactions from patents (1976-2016). Predict the reactants needed to synthesize the given product. (1) Given the product [C:49]([Si:39]1([C:35]([CH3:38])([CH3:37])[CH3:36])[O:44][C@H:43]2[C@H:45]([O:48][C:21]3[N:22]([CH2:23][O:24][CH2:25][CH2:26][Si:27]([CH3:30])([CH3:29])[CH3:28])[C:15]4[C:16]([N:20]=3)=[N:17][C:18]([I:19])=[C:13]([Cl:12])[CH:14]=4)[CH2:46][O:47][C@@H:42]2[CH2:41][O:40]1)([CH3:52])([CH3:51])[CH3:50], predict the reactants needed to synthesize it. The reactants are: C1CCN2C(=NCCC2)CC1.[Cl:12][C:13]1[CH:14]=[C:15]2[N:22]([CH2:23][O:24][CH2:25][CH2:26][Si:27]([CH3:30])([CH3:29])[CH3:28])[C:21](S(C)(=O)=O)=[N:20][C:16]2=[N:17][C:18]=1[I:19].[C:35]([Si:39]1([C:49]([CH3:52])([CH3:51])[CH3:50])[O:44][C@H:43]2[C@H:45]([OH:48])[CH2:46][O:47][C@@H:42]2[CH2:41][O:40]1)([CH3:38])([CH3:37])[CH3:36]. (2) Given the product [CH3:1][C:2]1[C:3]([C:7]([O:9][CH3:10])=[O:8])=[CH:4][N:5]([C:12]2[CH:17]=[CH:16][CH:15]=[CH:14][CH:13]=2)[CH:6]=1, predict the reactants needed to synthesize it. The reactants are: [CH3:1][C:2]1[C:3]([C:7]([O:9][CH3:10])=[O:8])=[CH:4][NH:5][CH:6]=1.I[C:12]1[CH:17]=[CH:16][CH:15]=[CH:14][CH:13]=1.C(=O)([O-])[O-].[K+].[K+].N1CCC[C@H]1C(O)=O. (3) Given the product [F:25][C:22]([F:23])([F:24])[C:17]1[CH:18]=[CH:19][CH:20]=[CH:21][C:16]=1[NH:15][C:14]([CH:11]1[CH2:12][CH2:13][NH:8][CH2:9][CH2:10]1)=[O:26], predict the reactants needed to synthesize it. The reactants are: C(OC([N:8]1[CH2:13][CH2:12][CH:11]([C:14](=[O:26])[NH:15][C:16]2[CH:21]=[CH:20][CH:19]=[CH:18][C:17]=2[C:22]([F:25])([F:24])[F:23])[CH2:10][CH2:9]1)=O)(C)(C)C.FC(F)(F)C(O)=O. (4) Given the product [CH3:14][NH:13][C:11](=[O:12])[C:10]1[CH:15]=[CH:16][CH:17]=[CH:18][C:9]=1[NH:8][C:6]1[C:5]([C:19]([F:22])([F:21])[F:20])=[CH:4][N:3]=[C:2]([NH:29][C:28]2[N:24]([CH3:23])[N:25]=[CH:26][CH:27]=2)[CH:7]=1, predict the reactants needed to synthesize it. The reactants are: Cl[C:2]1[CH:7]=[C:6]([NH:8][C:9]2[CH:18]=[CH:17][CH:16]=[CH:15][C:10]=2[C:11]([NH:13][CH3:14])=[O:12])[C:5]([C:19]([F:22])([F:21])[F:20])=[CH:4][N:3]=1.[CH3:23][N:24]1[C:28]([NH2:29])=[CH:27][CH:26]=[N:25]1.C(=O)([O-])[O-].[Cs+].[Cs+].CC1(C)C2C=CC=C(P(C3C=CC=CC=3)C3C=CC=CC=3)C=2OC2C1=CC=CC=2P(C1C=CC=CC=1)C1C=CC=CC=1. (5) Given the product [CH3:20][O:21][N:22]=[C:23]([C:32]1[O:36][N:35]=[C:34]([CH3:37])[CH:33]=1)[C:24]1[CH:29]=[CH:28][CH:27]=[CH:26][C:25]=1[CH2:30][O:31][C:7]1[C:12]([Cl:13])=[CH:11][C:10]([C:14]([F:17])([F:16])[F:15])=[CH:9][N:8]=1, predict the reactants needed to synthesize it. The reactants are: C1COCC1.Cl[C:7]1[C:12]([Cl:13])=[CH:11][C:10]([C:14]([F:17])([F:16])[F:15])=[CH:9][N:8]=1.[H-].[Na+].[CH3:20][O:21][N:22]=[C:23]([C:32]1[O:36][N:35]=[C:34]([CH3:37])[CH:33]=1)[C:24]1[CH:29]=[CH:28][CH:27]=[CH:26][C:25]=1[CH2:30][OH:31]. (6) Given the product [F:23][C:20]1([F:22])[O:19][C:18]2[CH:24]=[CH:25][C:15]([CH2:14][O:1][CH2:2][C:3]3[O:7][N:6]=[C:5]([C:8]([OH:10])=[O:9])[CH:4]=3)=[CH:16][C:17]=2[O:21]1, predict the reactants needed to synthesize it. The reactants are: [OH:1][CH2:2][C:3]1[O:7][N:6]=[C:5]([C:8]([O:10]CC)=[O:9])[CH:4]=1.Br[CH2:14][C:15]1[CH:25]=[CH:24][C:18]2[O:19][C:20]([F:23])([F:22])[O:21][C:17]=2[CH:16]=1.[H-].[Na+].Cl.[OH-].[K+]. (7) Given the product [O:27]1[CH2:28][CH2:29][NH:30][C:25]2[CH:24]=[CH:23][C:22]([O:21][C:12]3[C:11]4[C:16](=[CH:17][C:18]([O:19][CH3:20])=[C:9]([OH:8])[CH:10]=4)[N:15]=[CH:14][CH:13]=3)=[CH:31][C:26]1=2, predict the reactants needed to synthesize it. The reactants are: C([O:8][C:9]1[CH:10]=[C:11]2[C:16](=[CH:17][C:18]=1[O:19][CH3:20])[N:15]=[CH:14][CH:13]=[C:12]2[O:21][C:22]1[CH:23]=[CH:24][C:25]2[NH:30][CH2:29][CH2:28][O:27][C:26]=2[CH:31]=1)C1C=CC=CC=1.